From a dataset of Reaction yield outcomes from USPTO patents with 853,638 reactions. Predict the reaction yield, written as a fraction of the theoretical maximum amount of product (1.0 means a 100% yield; for example, 0.34 means a 34% yield). The reactants are OO.[N:3]1([CH2:9][CH2:10][CH2:11][NH:12][C:13]2[N:14]=[N+:15]([O-:26])[C:16]3[CH:22]=[C:21]4[O:23][CH2:24][CH2:25][C:20]4=[CH:19][C:17]=3[N:18]=2)[CH2:8][CH2:7][O:6][CH2:5][CH2:4]1.C(O)(C(F)(F)F)=[O:28]. The catalyst is C(Cl)Cl.N. The product is [N:3]1([CH2:9][CH2:10][CH2:11][NH:12][C:13]2[N:14]=[N+:15]([O-:26])[C:16]3[CH:22]=[C:21]4[O:23][CH2:24][CH2:25][C:20]4=[CH:19][C:17]=3[N+:18]=2[O-:28])[CH2:8][CH2:7][O:6][CH2:5][CH2:4]1. The yield is 0.140.